The task is: Binary Classification. Given a miRNA mature sequence and a target amino acid sequence, predict their likelihood of interaction.. This data is from Experimentally validated miRNA-target interactions with 360,000+ pairs, plus equal number of negative samples. (1) The miRNA is hsa-miR-4760-3p with sequence AAAUUCAUGUUCAAUCUAAACC. The protein sequence of the target gene is MESKYKEILLLTGLDNITDEELDRFKFFLSDEFNIATGKLHTANRIQVATLMIQNAGAVSAVMKTIRIFQKLNYMLLAKRLQEEKEKVDKQYKSVTKPKPLSQAEMSPAASAAIRNDVAKQRAAPKVSPHVKPEQKQMVAQQESIREGFQKRCLPVMVLKAKKPFTFETQEGKQEMFHATVATEKEFFFVKVFNTLLKDKFIPKRIIIIARYYRHSGFLEVNSASRVLDAESDQKVNVPLNIIRKAGETPKINTLQTQPLGTIVNGLFVVQKVTEKKKNILFDLSDNTGKMEVLGVRNED.... Result: 0 (no interaction). (2) The miRNA is hsa-miR-5583-5p with sequence AAACUAAUAUACCCAUAUUCUG. The protein sequence of the target gene is MLPRKRPRSGRSRLQFLLLFLTLGCVLMMVILLHPPPPTLHQAVTAQASKHSPDTGYRLDFGDSQEWVLEAETEGDEYSLLDGLPSFISLQEDQLLVAVASPRARRSQSQGRRQGSYQFIKHRSRRWDEEALEKDWRTEEDGEESEEVLTPLGPDSDGLNKPLSARLPLRRVLPEVRHPLCLQQHPTSGLPTASVILCFHDEAWPTLLRTVHSILDTAPRALLQEIILVDDLSQQELLKSALSEYVARLEAVKLLRSNRRLGTIGARMLGATRATGDVLVFMDAHCECHPGWLEPLLSRI.... Result: 0 (no interaction).